From a dataset of Catalyst prediction with 721,799 reactions and 888 catalyst types from USPTO. Predict which catalyst facilitates the given reaction. (1) Reactant: [C:1]([N:8]1[CH2:13][CH2:12][NH:11][CH2:10][CH2:9]1)([O:3][C:4]([CH3:7])([CH3:6])[CH3:5])=[O:2].Cl[CH2:15][C:16]1[O:17][C:18]2[CH:24]=[CH:23][CH:22]=[CH:21][C:19]=2[N:20]=1.[CH3:25]CN(CC)CC. Product: [O:17]1[C:18]2[CH:24]=[CH:23][CH:22]=[CH:21][C:19]=2[N:20]=[C:16]1[CH2:15][N:11]1[CH2:10][CH2:9][N:8]([C:1]([O:3][C:4]([CH3:7])([CH3:6])[CH3:5])=[O:2])[CH2:13][CH:12]1[CH3:25]. The catalyst class is: 1. (2) Reactant: [NH2:1][C:2]1[CH:7]=[CH:6][C:5]([OH:8])=[CH:4][CH:3]=1.Cl.Cl[CH2:11][CH2:12][N:13]1[CH2:17][CH2:16][CH2:15][CH2:14]1.[OH-].[Na+]. Product: [N:13]1([CH2:12][CH2:11][O:8][C:5]2[CH:6]=[CH:7][C:2]([NH2:1])=[CH:3][CH:4]=2)[CH2:17][CH2:16][CH2:15][CH2:14]1. The catalyst class is: 3. (3) Reactant: [CH2:1]([O:8][C:9]1[CH:25]=[CH:24][CH:23]=[CH:22][C:10]=1[C:11]([NH:13][C@@H:14]([C@H:19]([OH:21])[CH3:20])[C:15]([O:17][CH3:18])=[O:16])=O)[C:2]1[CH:7]=[CH:6][CH:5]=[CH:4][CH:3]=1.C(Cl)Cl.S(Cl)(Cl)=O. Product: [CH2:1]([O:8][C:9]1[CH:25]=[CH:24][CH:23]=[CH:22][C:10]=1[C:11]1[O:21][C@@H:19]([CH3:20])[C@@H:14]([C:15]([O:17][CH3:18])=[O:16])[N:13]=1)[C:2]1[CH:7]=[CH:6][CH:5]=[CH:4][CH:3]=1. The catalyst class is: 425. (4) Reactant: Cl[C:2]1[N:7]=[C:6]([C:8]([F:11])([F:10])[F:9])[CH:5]=[CH:4][N:3]=1.[NH:12]1[CH2:17][CH2:16][NH:15][CH2:14][CH2:13]1.C(N(CC)CC)C. Product: [N:12]1([C:2]2[N:7]=[C:6]([C:8]([F:11])([F:10])[F:9])[CH:5]=[CH:4][N:3]=2)[CH2:17][CH2:16][NH:15][CH2:14][CH2:13]1. The catalyst class is: 3. (5) Reactant: [Si:1]([O:8][CH2:9][C:10]1[N:15]=[CH:14][C:13]2[N:16]([C:19]3[S:23][C:22]([C:24]([O:26]C)=O)=[C:21]([O:28][C@@H:29]([C:31]4[CH:36]=[CH:35][CH:34]=[CH:33][C:32]=4[C:37]([F:40])([F:39])[F:38])[CH3:30])[CH:20]=3)[CH:17]=[N:18][C:12]=2[CH:11]=1)([C:4]([CH3:7])([CH3:6])[CH3:5])([CH3:3])[CH3:2].[NH3:41]. Product: [Si:1]([O:8][CH2:9][C:10]1[N:15]=[CH:14][C:13]2[N:16]([C:19]3[S:23][C:22]([C:24]([NH2:41])=[O:26])=[C:21]([O:28][C@@H:29]([C:31]4[CH:36]=[CH:35][CH:34]=[CH:33][C:32]=4[C:37]([F:40])([F:39])[F:38])[CH3:30])[CH:20]=3)[CH:17]=[N:18][C:12]=2[CH:11]=1)([C:4]([CH3:7])([CH3:5])[CH3:6])([CH3:3])[CH3:2]. The catalyst class is: 5. (6) Reactant: [H-].[Na+].[Cl:3][C:4]1[CH:9]=[CH:8][C:7]([S:10]([NH:13][C:14]2[CH:19]=[CH:18][C:17]([Cl:20])=[CH:16][C:15]=2[N+:21]([O-:23])=[O:22])(=[O:12])=[O:11])=[CH:6][CH:5]=1.S(OCC)(O[CH2:28][CH3:29])(=O)=O.O. Product: [Cl:3][C:4]1[CH:5]=[CH:6][C:7]([S:10]([N:13]([CH2:28][CH3:29])[C:14]2[CH:19]=[CH:18][C:17]([Cl:20])=[CH:16][C:15]=2[N+:21]([O-:23])=[O:22])(=[O:11])=[O:12])=[CH:8][CH:9]=1. The catalyst class is: 3. (7) Reactant: [CH2:1]([O:8][C:9]1[CH:16]=[CH:15][C:12]([CH:13]=O)=[CH:11][C:10]=1[O:17][CH3:18])[C:2]1[CH:7]=[CH:6][CH:5]=[CH:4][CH:3]=1.[C:19]([O-:23])(=[O:22])[CH2:20][CH3:21].[Na+].C(OC(=O)CC)(=O)CC. Product: [CH3:18][O:17][C:10]1[CH:11]=[C:12]([CH:13]=[C:20]([CH3:21])[C:19]([OH:23])=[O:22])[CH:15]=[CH:16][C:9]=1[O:8][CH2:1][C:2]1[CH:7]=[CH:6][CH:5]=[CH:4][CH:3]=1. The catalyst class is: 6.